This data is from Forward reaction prediction with 1.9M reactions from USPTO patents (1976-2016). The task is: Predict the product of the given reaction. (1) Given the reactants [NH:1]1[C:5]2[CH:6]=[CH:7][CH:8]=[CH:9][C:4]=2[N:3]=[N:2]1.[CH3:10][C:11]([CH3:15])([CH3:14])[CH:12]=O.[N:16]1[C:25]2[C:20](=[CH:21][C:22]([CH2:26][C:27]([NH2:29])=[O:28])=[CH:23][CH:24]=2)[CH:19]=[CH:18][CH:17]=1, predict the reaction product. The product is: [N:1]1([CH:12]([NH:29][C:27](=[O:28])[CH2:26][C:22]2[CH:21]=[C:20]3[C:25](=[CH:24][CH:23]=2)[N:16]=[CH:17][CH:18]=[CH:19]3)[C:11]([CH3:15])([CH3:14])[CH3:10])[C:5]2[CH:6]=[CH:7][CH:8]=[CH:9][C:4]=2[N:3]=[N:2]1. (2) Given the reactants N[C:2]1[CH:11]=[C:10]2[C:5]([C:6](=[O:22])[N:7]([C:15]3[CH:20]=[CH:19][C:18]([Cl:21])=[CH:17][CH:16]=3)[C:8]([CH:12]([CH3:14])[CH3:13])=[N:9]2)=[CH:4][CH:3]=1.N([O-])=[O:24].[Na+].[OH-].[Na+], predict the reaction product. The product is: [Cl:21][C:18]1[CH:19]=[CH:20][C:15]([N:7]2[C:6](=[O:22])[C:5]3[C:10](=[CH:11][C:2]([OH:24])=[CH:3][CH:4]=3)[N:9]=[C:8]2[CH:12]([CH3:14])[CH3:13])=[CH:16][CH:17]=1.